This data is from Full USPTO retrosynthesis dataset with 1.9M reactions from patents (1976-2016). The task is: Predict the reactants needed to synthesize the given product. (1) Given the product [NH2:24][CH2:23][CH2:22][O:21][C:16]1[CH:15]=[C:14]2[C:19]([CH:20]=[C:11]([C:9]3[N:10]=[C:5]4[C:4]([CH3:33])=[N:3][C:2]([CH3:1])=[CH:7][N:6]4[CH:8]=3)[C:12](=[O:32])[O:13]2)=[CH:18][CH:17]=1, predict the reactants needed to synthesize it. The reactants are: [CH3:1][C:2]1[N:3]=[C:4]([CH3:33])[C:5]2[N:6]([CH:8]=[C:9]([C:11]3[C:12](=[O:32])[O:13][C:14]4[C:19]([CH:20]=3)=[CH:18][CH:17]=[C:16]([O:21][CH2:22][CH2:23][NH:24]C(=O)OC(C)(C)C)[CH:15]=4)[N:10]=2)[CH:7]=1.C(O)(C(F)(F)F)=O. (2) Given the product [NH2:23][CH:10]([C:8]1[CH:7]=[CH:6][C:3]([C:4]#[N:5])=[C:2]([F:1])[CH:9]=1)[CH2:13][C:12]([OH:18])=[O:17], predict the reactants needed to synthesize it. The reactants are: [F:1][C:2]1[CH:9]=[C:8]([CH:10]=O)[CH:7]=[CH:6][C:3]=1[C:4]#[N:5].[C:12]([OH:18])(=[O:17])[CH2:13]C(O)=O.C([O-])(=O)C.[NH4+:23]. (3) Given the product [ClH:42].[NH2:1][C:2]1[N:10]=[C:9]([O:11][CH2:12][CH2:13][CH2:14][CH3:15])[N:8]=[C:7]2[C:3]=1[NH:4][C:5](=[O:41])[N:6]2[CH2:16][CH2:17][CH2:18][N:19]([CH2:29][C:30]1[CH:31]=[C:32]([CH2:36][C:37]([O:39][CH3:40])=[O:38])[CH:33]=[CH:34][CH:35]=1)[CH2:20][CH2:21][CH2:22][N:23]1[CH2:28][CH2:27][O:26][CH2:25][CH2:24]1, predict the reactants needed to synthesize it. The reactants are: [NH2:1][C:2]1[N:10]=[C:9]([O:11][CH2:12][CH2:13][CH2:14][CH3:15])[N:8]=[C:7]2[C:3]=1[NH:4][C:5](=[O:41])[N:6]2[CH2:16][CH2:17][CH2:18][N:19]([CH2:29][C:30]1[CH:31]=[C:32]([CH2:36][C:37]([O:39][CH3:40])=[O:38])[CH:33]=[CH:34][CH:35]=1)[CH2:20][CH2:21][CH2:22][N:23]1[CH2:28][CH2:27][O:26][CH2:25][CH2:24]1.[ClH:42].C(O)C. (4) Given the product [Cl:1][C:2]1[N:7]=[C:6]([C:8]2[CH:13]=[CH:12][N:11]=[CH:10][C:9]=2[N:14]([CH3:15])[C:21](=[O:22])[C:20]2[CH:19]=[C:18]([C:17]([F:32])([F:31])[F:16])[CH:26]=[C:25]([C:27]([F:30])([F:29])[F:28])[CH:24]=2)[CH:5]=[CH:4][CH:3]=1, predict the reactants needed to synthesize it. The reactants are: [Cl:1][C:2]1[N:7]=[C:6]([C:8]2[CH:13]=[CH:12][N:11]=[CH:10][C:9]=2[NH:14][CH3:15])[CH:5]=[CH:4][CH:3]=1.[F:16][C:17]([F:32])([F:31])[C:18]1[CH:19]=[C:20]([CH:24]=[C:25]([C:27]([F:30])([F:29])[F:28])[CH:26]=1)[C:21](Cl)=[O:22]. (5) Given the product [F:12][C:13]([F:24])([F:23])[CH:14]1[CH2:19][CH2:18][CH:17]([C:20]([NH2:2])=[O:21])[CH2:16][CH2:15]1, predict the reactants needed to synthesize it. The reactants are: C[N:2](C)CCCN=C=NCC.[F:12][C:13]([F:24])([F:23])[CH:14]1[CH2:19][CH2:18][CH:17]([C:20](O)=[O:21])[CH2:16][CH2:15]1.ON1C2C=CC=CC=2N=N1.N. (6) Given the product [NH2:15][C:14]1[C:4]2[C:5](=[O:17])[N:6]([CH:8]([CH:10]([CH3:12])[CH3:11])[CH3:9])[CH:7]=[C:2]([Br:1])[C:3]=2[NH:19][N:18]=1, predict the reactants needed to synthesize it. The reactants are: [Br:1][C:2]1[C:3](Cl)=[C:4]([C:14]#[N:15])[C:5](=O)[N:6]([CH:8]([CH:10]([CH3:12])[CH3:11])[CH3:9])[CH:7]=1.[OH2:17].[NH2:18][NH2:19].